This data is from Experimentally validated miRNA-target interactions with 360,000+ pairs, plus equal number of negative samples. The task is: Binary Classification. Given a miRNA mature sequence and a target amino acid sequence, predict their likelihood of interaction. (1) The miRNA is hsa-miR-24-3p with sequence UGGCUCAGUUCAGCAGGAACAG. The protein sequence of the target gene is MMGRRRAFAVDGRDGAGEGLARGCIVPGVTSTYRRIPDAAHGCSSWERGDKFRGVGREALFLKLASRDSGVEMAVGDSPLAALPGLSQDSLDFESSGSSEPPAQVGRLLASQKLGEVLERSRRLPTAPTSLSGQHRSLRLASKPEREVPLGAGQQESMEADTDLEAGLEEEAVGGLGPGAWACLPGQGLRYLEHLCLVLEQMARLQQLYLQLRIQRPPGDPGEEESTRAPLPSPLHTPGNRGQGPWELLSQTEHTGAKAASPPKVEVPSANPPRLPETPVEPTYHLPSSQGHKRDISHWD.... Result: 1 (interaction). (2) The miRNA is hsa-miR-3196 with sequence CGGGGCGGCAGGGGCCUC. The protein sequence of the target gene is MGGSLRVAVLGAPGVGKTAIIRQFLFGDYPERHRPTDGPRLYRPAVLLDGAVYDLSIRDGDVAGPGSSPGGPEEWPDAKDWSLQDTDAFVLVYDICSPDSFDYVKALRQRIAETRPAGAPEAPILVVGNKRDRQRLRFGPRRALAALVRRGWRCGYLECSAKYNWHVLRLFRELLRCALVRARPAHPALRLQGALHPARCSLM. Result: 0 (no interaction). (3) The miRNA is hsa-miR-1294 with sequence UGUGAGGUUGGCAUUGUUGUCU. The protein sequence of the target gene is MAQGCPITGLEVALTDLQSSQNNVRHHTEEISVDRLVVRRGQAFSITLYFKNRGFQPGMDSIMFVAETGPLPDLAKGTRAVFSFTGSGGPSPWIASLEANRANSLEVSLCAPPIAAVGRYLLKIRIDSYQGFVTAYQLGEFILLFNPWCPADSVYLESEPQRQEYVVNDYGFIYQGSKSWIRPCPWNYGQFEENIIDICLELLEKSLNFQVDPSTDCALRGSPVYTSRVVCAMINSNDDNGVLNGNWSENYVDGINPAEWTGSVAILKQWHATGCQPVRYGQCWVFAAVMCTVMRCLGIP.... Result: 0 (no interaction). (4) The miRNA is hsa-miR-183-5p with sequence UAUGGCACUGGUAGAAUUCACU. The protein sequence of the target gene is MAAEPNKTEIQTLFKRLRAVPTNKACFDCGAKNPSWASITYGVFLCIDCSGVHRSLGVHLSFIRSTELDSNWNWFQLRCMQVGGNANATAFFRQHGCTANDANTKYNSRAAQMYREKIRQLGSAALARHGTDLWIDNMSSAVPNHSPEKKDSDFFTEHTQPPAWDAPATEPSGTQQPAPSTESSGLAQPEHGPNTDLLGTSPKASLELKSSIIGKKKPAAAKKGLGAKKGLGAQKVSSQSFSEIERQAQVAEKLREQQAADAKKQAEESMVASMRLAYQELQIDRKKEEKKLQNLEGKKR.... Result: 1 (interaction). (5) The miRNA is hsa-miR-4284 with sequence GGGCUCACAUCACCCCAU. The protein sequence of the target gene is MEGAALLRVSVLCIWMSALFLGVGVRAEEAGARVQQNVPSGTDTGDPQSKPLGDWAAGTMDPESSIFIEDAIKYFKEKVSTQNLLLLLTDNEAWNGFVAAAELPRNEADELRKALDNLARQMIMKDKNWHDKGQQYRNWFLKEFPRLKSELEDNIRRLRALADGVQKVHKGTTIANVVSGSLSISSGILTLVGMGLAPFTEGGSLVLLEPGMELGITAALTGITSSTMDYGKKWWTQAQAHDLVIKSLDKLKEVREFLGENISNFLSLAGNTYQLTRGIGKDIRALRRARANLQSVPHAS.... Result: 1 (interaction). (6) The protein sequence of the target gene is MYRRSYVFQTRKEQYEHADEASRAAEPERPADEGWAGATSLAALQGLGERVAAHVQRARALEQRHAGLRRQLDAFQRLGELAGPEDALARQVESNRQRVRDLEAERARLERQGTEAQRALDEFRSKYENECECQLLLKEMLERLNKEADEALLHNLRLQLEAQFLQDDISAAKDRHKKNLLEVQTYISILQQIIHTTPPASIVTSGMREEKLLTEREVAALRSQLEEGREVLSHLQAQRVELQAQTTTLEQAIKSAHECYDDEIQLYNEQIETLRKEIEETERVLEKSSYDCRQLAVAQQ.... Result: 0 (no interaction). The miRNA is hsa-miR-4524b-3p with sequence GAGACAGGUUCAUGCUGCUA. (7) The protein sequence of the target gene is MARAKLPRSPSEGKAGPGDTPAGAAAPEEPHGLSPLLPARGGGSVGSDVGQRVQVEFYVNENTFKERLKLFFIKNQRSSLRIRLFNFSLKLLTCLLYIVRVLLDNPDQGIGCWGCTKYNYTFNGSSSEFHWAPILWVERKMALWVIQVIVATISFLETMLIIYLSYKGNIWEQIFHVSFVLEMINTLPFIITVFWPPLRNLFIPVFLNCWLAKHALENMINDFHRAILRTQSAMFNQVLILFCTLLCLVFTGTCGIQHLERAGGNLNLLTSFYFCIVTFSTVGFGDVTPKIWPSQLLVVI.... Result: 0 (no interaction). The miRNA is hsa-miR-4524a-3p with sequence UGAGACAGGCUUAUGCUGCUAU. (8) The miRNA is hsa-miR-548ac with sequence CAAAAACCGGCAAUUACUUUUG. The protein sequence of the target gene is MGQCVTKCKNPSSTLGSKNGDREPSNKSHSRRGAGHREEQVPPCGKPGGDILVNGTKKAEAATEACQLPTSSGDAGRESKSNAEESSLQRLEELFRRYKDEREDAILEEGMERFCNDLCVDPTEFRVLLLAWKFQAATMCKFTRKEFFDGCKAISADSIDGICARFPSLLTEAKQEDKFKDLYRFTFQFGLDSEEGQRSLHREIAIALWKLVFTQNNPPVLDQWLNFLTENPSGIKGISRDTWNMFLNFTQVIGPDLSNYSEDEAWPSLFDTFVEWEMERRKREGEGRGALSSGPEGLCP.... Result: 1 (interaction).